The task is: Predict the product of the given reaction.. This data is from Forward reaction prediction with 1.9M reactions from USPTO patents (1976-2016). (1) Given the reactants [Br:1][C:2]1[CH:3]=[C:4]([CH:7]=[CH:8][C:9]=1[CH3:10])[C:5]#[N:6].C1C(=O)N([Br:18])C(=O)C1, predict the reaction product. The product is: [Br:1][C:2]1[CH:3]=[C:4]([CH:7]=[CH:8][C:9]=1[CH2:10][Br:18])[C:5]#[N:6]. (2) Given the reactants [CH3:1][C:2]1([CH3:16])[CH2:7][O:6][C:5]2([CH2:14][CH2:13][CH2:12][C:11](=O)[CH2:10][CH2:9][CH2:8]2)[O:4][CH2:3]1.C[N:18]1[CH:23]=[C:22]([N+:24]([O-:26])=[O:25])[CH:21]=C([N+]([O-])=O)C1=O.N, predict the reaction product. The product is: [CH3:1][C:2]1([CH3:16])[CH2:7][O:6][C:5]2([CH2:14][CH2:13][CH2:12][C:11]3=[N:18][CH:23]=[C:22]([N+:24]([O-:26])=[O:25])[CH:21]=[C:10]3[CH2:9][CH2:8]2)[O:4][CH2:3]1. (3) Given the reactants Cl[C:2]1[N:7]=[C:6]([CH:8]([OH:12])[CH:9]([CH3:11])[CH3:10])[CH:5]=[C:4]([CH2:13][O:14][CH2:15][C:16]([F:19])([F:18])[F:17])[N:3]=1.[CH3:20][O:21][C:22]1[CH:23]=[C:24]([CH:26]=[CH:27][C:28]=1[N:29]1[CH:33]=[C:32]([CH3:34])[N:31]=[CH:30]1)[NH2:25].C1(P(C2CCCCC2)C2C=CC=CC=2C2C=CC=CC=2)CCCCC1.C(=O)([O-])[O-].[Cs+].[Cs+], predict the reaction product. The product is: [CH3:20][O:21][C:22]1[CH:23]=[C:24]([NH:25][C:2]2[N:7]=[C:6]([CH:8]([OH:12])[CH:9]([CH3:11])[CH3:10])[CH:5]=[C:4]([CH2:13][O:14][CH2:15][C:16]([F:19])([F:18])[F:17])[N:3]=2)[CH:26]=[CH:27][C:28]=1[N:29]1[CH:33]=[C:32]([CH3:34])[N:31]=[CH:30]1. (4) Given the reactants [F:1][C:2]([F:14])([F:13])[C:3]1[CH:12]=[CH:11][C:6]2[N:7]=[C:8]([NH2:10])[S:9][C:5]=2[CH:4]=1.[Cl:15][C:16]1[CH:17]=[C:18]([CH:22]=[CH:23][C:24]=1[Cl:25])[C:19](Cl)=[O:20].Br[CH:27]([CH2:32][CH3:33])[C:28]([O:30]C)=[O:29].COC1C=CC2N=C(N)SC=2C=1.ClC1C=C(C=CC=1)C(Cl)=O.BrCC(OCC)=O, predict the reaction product. The product is: [Cl:15][C:16]1[CH:17]=[C:18]([CH:22]=[CH:23][C:24]=1[Cl:25])[C:19]([N:10]=[C:8]1[N:7]([CH:27]([CH2:32][CH3:33])[C:28]([OH:30])=[O:29])[C:6]2[CH:11]=[CH:12][C:3]([C:2]([F:1])([F:13])[F:14])=[CH:4][C:5]=2[S:9]1)=[O:20].